From a dataset of Forward reaction prediction with 1.9M reactions from USPTO patents (1976-2016). Predict the product of the given reaction. (1) Given the reactants CCN(C(C)C)C(C)C.[OH:10][C:11]1[CH:12]=[CH:13][CH:14]=[C:15]2[C:20]=1[O:19][C:18](=[O:21])[C:17]([C:22]([OH:24])=O)=[CH:16]2.CN(C(ON1N=NC2C=CC=NC1=2)=[N+](C)C)C.F[P-](F)(F)(F)(F)F.[C:49]([C:51]1[CH:52]=[C:53]([C:58]2[CH:63]=[CH:62][CH:61]=[C:60]([NH2:64])[CH:59]=2)[CH:54]=[CH:55][C:56]=1[F:57])#[N:50], predict the reaction product. The product is: [C:49]([C:51]1[CH:52]=[C:53]([C:58]2[CH:63]=[CH:62][CH:61]=[C:60]([NH:64][C:22]([C:17]3[C:18](=[O:21])[O:19][C:20]4[C:15]([CH:16]=3)=[CH:14][CH:13]=[CH:12][C:11]=4[OH:10])=[O:24])[CH:59]=2)[CH:54]=[CH:55][C:56]=1[F:57])#[N:50]. (2) Given the reactants [NH2:1][C:2]1[CH:7]=[CH:6][C:5]([C:8]2[C:16]3[C:11](=[N:12][CH:13]=[N:14][C:15]=3[NH2:17])[N:10]([C@H:18]3[CH2:22][CH2:21][O:20][CH2:19]3)[N:9]=2)=[CH:4][CH:3]=1.[F:23][C:24]([F:35])([F:34])[C:25]1[CH:26]=[C:27]([N:31]=[C:32]=[O:33])[CH:28]=[CH:29][CH:30]=1, predict the reaction product. The product is: [NH2:17][C:15]1[N:14]=[CH:13][N:12]=[C:11]2[N:10]([C@H:18]3[CH2:22][CH2:21][O:20][CH2:19]3)[N:9]=[C:8]([C:5]3[CH:6]=[CH:7][C:2]([NH:1][C:32]([NH:31][C:27]4[CH:28]=[CH:29][CH:30]=[C:25]([C:24]([F:23])([F:34])[F:35])[CH:26]=4)=[O:33])=[CH:3][CH:4]=3)[C:16]=12. (3) Given the reactants [OH:1][CH2:2][C:3]#[C:4][C:5]1[NH:24][C:8]2[N:9]=[CH:10][N:11]=[C:12]([NH:13][C:14]3[CH:23]=[CH:22][C:17]4[NH:18][C:19](=[O:21])[S:20][C:16]=4[CH:15]=3)[C:7]=2[CH:6]=1.C(O)C, predict the reaction product. The product is: [OH:1][CH2:2][CH2:3][CH2:4][C:5]1[NH:24][C:8]2[N:9]=[CH:10][N:11]=[C:12]([NH:13][C:14]3[CH:23]=[CH:22][C:17]4[NH:18][C:19](=[O:21])[S:20][C:16]=4[CH:15]=3)[C:7]=2[CH:6]=1. (4) Given the reactants [CH2:1]([NH:9][C:10]([C@@H:12]1[CH2:18][CH2:17][CH2:16][CH2:15][CH2:14][N:13]1C(OC(C)(C)C)=O)=[O:11])[CH2:2][CH2:3][CH2:4][CH2:5][CH2:6][CH2:7][CH3:8].FC(F)(F)C(O)=O, predict the reaction product. The product is: [CH2:1]([NH:9][C:10]([C@@H:12]1[CH2:18][CH2:17][CH2:16][CH2:15][CH2:14][NH:13]1)=[O:11])[CH2:2][CH2:3][CH2:4][CH2:5][CH2:6][CH2:7][CH3:8]. (5) Given the reactants [C:1]([OH:9])(=[O:8])[CH2:2][CH2:3][CH2:4][C:5]([OH:7])=O.[C:10]1([O:16][CH3:17])[CH:15]=[CH:14][CH:13]=[CH:12][CH:11]=1.[Al+3].[Cl-].[Cl-].[Cl-], predict the reaction product. The product is: [CH3:17][O:16][C:10]1[CH:15]=[CH:14][C:13]([C:5]([CH2:4][CH2:3][CH2:2][C:1]([OH:9])=[O:8])=[O:7])=[CH:12][CH:11]=1. (6) Given the reactants [Cl:1][C:2]1[CH:3]=[CH:4][C:5]([OH:8])=[N:6][CH:7]=1.C([O-])([O-])=O.[Cs+].[Cs+].Cl[C:16]([F:21])([F:20])C([O-])=O.[Na+].O, predict the reaction product. The product is: [Cl:1][C:2]1[CH:3]=[CH:4][C:5]([O:8][CH:16]([F:21])[F:20])=[N:6][CH:7]=1. (7) The product is: [CH2:1]1[C:9]2[C:4]3=[C:5]([CH:10]=[CH:11][N:3]3[CH2:2]1)[CH:6]=[CH:7][CH:8]=2. Given the reactants [CH:1]1[C:9]2[C:4]3=[C:5]([CH2:10][CH2:11][N:3]3[C:2]=1C(O)=O)[CH:6]=[CH:7][CH:8]=2.C(OCC)(=O)C, predict the reaction product.